From a dataset of Forward reaction prediction with 1.9M reactions from USPTO patents (1976-2016). Predict the product of the given reaction. The product is: [S:1]1[CH:5]=[CH:4][N:3]=[C:2]1[CH:17]([C:16]1[CH:19]=[CH:20][C:13]([S:12][CH3:11])=[CH:14][CH:15]=1)[OH:18]. Given the reactants [S:1]1[CH:5]=[CH:4][N:3]=[CH:2]1.C([Li])CCC.[CH3:11][S:12][C:13]1[CH:20]=[CH:19][C:16]([CH:17]=[O:18])=[CH:15][CH:14]=1, predict the reaction product.